From a dataset of Full USPTO retrosynthesis dataset with 1.9M reactions from patents (1976-2016). Predict the reactants needed to synthesize the given product. (1) Given the product [C:27]([C:29]1[CH:34]=[CH:33][C:32]([CH2:35][C:36]([NH:1][C:2]2[CH:7]=[N:6][CH:5]=[C:4]([C:8]([C:10]3[C:18]4[CH:17]=[N:16][CH:15]=[N:14][C:13]=4[N:12]([CH2:19][O:20][CH2:21][CH2:22][Si:23]([CH3:26])([CH3:25])[CH3:24])[CH:11]=3)=[O:9])[CH:3]=2)=[O:37])=[CH:31][CH:30]=1)#[N:28], predict the reactants needed to synthesize it. The reactants are: [NH2:1][C:2]1[CH:3]=[C:4]([C:8]([C:10]2[C:18]3[CH:17]=[N:16][CH:15]=[N:14][C:13]=3[N:12]([CH2:19][O:20][CH2:21][CH2:22][Si:23]([CH3:26])([CH3:25])[CH3:24])[CH:11]=2)=[O:9])[CH:5]=[N:6][CH:7]=1.[C:27]([C:29]1[CH:34]=[CH:33][C:32]([CH2:35][C:36](O)=[O:37])=[CH:31][CH:30]=1)#[N:28]. (2) Given the product [CH3:11][O:12][C:13]1[CH:14]=[CH:15][CH:16]=[C:17]2[C:21]=1[NH:20][CH:19]=[C:18]2[CH:4]=[O:5], predict the reactants needed to synthesize it. The reactants are: CN([CH:4]=[O:5])C.P(Cl)(Cl)(Cl)=O.[CH3:11][O:12][C:13]1[CH:14]=[CH:15][CH:16]=[C:17]2[C:21]=1[NH:20][CH:19]=[CH:18]2.[OH-].[Na+]. (3) Given the product [F:27][C:28]1[CH:29]=[C:30]([C:2]2[C:3]([N:22]([CH2:24][CH2:25][OH:26])[CH3:23])=[N:4][CH:5]=[C:6]([C:7]([NH:9][C:10]3[CH:15]=[CH:14][C:13]([O:16][C:17]([F:20])([F:19])[F:18])=[CH:12][CH:11]=3)=[O:8])[CH:21]=2)[CH:31]=[N:32][CH:33]=1, predict the reactants needed to synthesize it. The reactants are: Br[C:2]1[C:3]([N:22]([CH2:24][CH2:25][OH:26])[CH3:23])=[N:4][CH:5]=[C:6]([CH:21]=1)[C:7]([NH:9][C:10]1[CH:15]=[CH:14][C:13]([O:16][C:17]([F:20])([F:19])[F:18])=[CH:12][CH:11]=1)=[O:8].[F:27][C:28]1[CH:29]=[C:30](B(O)O)[CH:31]=[N:32][CH:33]=1. (4) Given the product [CH2:1]([O:3][CH2:4][CH2:5][S:6][C:7]1[CH:12]=[C:11]([CH3:13])[C:10]([C:22]2[CH:21]=[CH:20][CH:19]=[C:18]([CH:16]=[O:17])[CH:23]=2)=[C:9]([CH3:15])[CH:8]=1)[CH3:2], predict the reactants needed to synthesize it. The reactants are: [CH2:1]([O:3][CH2:4][CH2:5][S:6][C:7]1[CH:12]=[C:11]([CH3:13])[C:10](Br)=[C:9]([CH3:15])[CH:8]=1)[CH3:2].[CH:16]([C:18]1[CH:19]=[C:20](B(O)O)[CH:21]=[CH:22][CH:23]=1)=[O:17]. (5) The reactants are: [Cl:1][C:2]1[CH:7]=[C:6]([CH2:8]O)[C:5]([I:10])=[CH:4][N:3]=1.[Br:11]CC1C(Cl)=NC(Cl)=C(F)C=1. Given the product [Br:11][CH2:8][C:6]1[C:5]([I:10])=[CH:4][N:3]=[C:2]([Cl:1])[CH:7]=1, predict the reactants needed to synthesize it. (6) Given the product [F:19][C:20]1[C:25]([F:26])=[CH:24][CH:23]=[CH:22][C:21]=1[C:27]1[N:35]=[C:30]2[CH:31]=[N:32][N:33]([CH2:11][C:10]3[CH:17]=[CH:18][C:7]([C:2]4[CH:3]=[CH:4][CH:5]=[CH:6][N:1]=4)=[CH:8][CH:9]=3)[CH:34]=[C:29]2[N:28]=1, predict the reactants needed to synthesize it. The reactants are: [N:1]1[CH:6]=[CH:5][CH:4]=[CH:3][C:2]=1[C:7]1[CH:18]=[CH:17][C:10]([CH2:11]OS(C)(=O)=O)=[CH:9][CH:8]=1.[F:19][C:20]1[C:25]([F:26])=[CH:24][CH:23]=[CH:22][C:21]=1[C:27]1[N:35]=[C:30]2[CH:31]=[N:32][NH:33][CH:34]=[C:29]2[N:28]=1. (7) Given the product [F:22][C:23]1[CH:28]=[CH:27][C:26]([C:2]2[C:3]([CH3:21])=[N:4][N:5]([CH:18]([CH3:20])[CH3:19])[C:6]=2[C:7]2[CH:17]=[CH:16][C:10]3[O:11][CH2:12][C:13](=[O:15])[NH:14][C:9]=3[CH:8]=2)=[CH:25][CH:24]=1, predict the reactants needed to synthesize it. The reactants are: I[C:2]1[C:3]([CH3:21])=[N:4][N:5]([CH:18]([CH3:20])[CH3:19])[C:6]=1[C:7]1[CH:17]=[CH:16][C:10]2[O:11][CH2:12][C:13](=[O:15])[NH:14][C:9]=2[CH:8]=1.[F:22][C:23]1[CH:28]=[CH:27][C:26](B(O)O)=[CH:25][CH:24]=1. (8) Given the product [CH3:1][C@@:2]([C:22]([OH:24])=[O:23])([C:12]([CH3:21])([CH3:20])[C:13]1[CH:18]=[CH:17][C:16]([CH:25]=[CH2:26])=[CH:15][CH:14]=1)[N:3]([C:5]([O:7][C:8]([CH3:11])([CH3:10])[CH3:9])=[O:6])[CH3:4], predict the reactants needed to synthesize it. The reactants are: [CH3:1][C@@:2]([C:22]([OH:24])=[O:23])([C:12]([CH3:21])([CH3:20])[C:13]1[CH:18]=[CH:17][C:16](Br)=[CH:15][CH:14]=1)[N:3]([C:5]([O:7][C:8]([CH3:11])([CH3:10])[CH3:9])=[O:6])[CH3:4].[CH2:25]([Sn](CCCC)(CCCC)C=C)[CH2:26]CC.[Br-]. (9) Given the product [CH:43]1[C:37]2[CH2:27][C:24]3[C:23](=[CH:22][CH:21]=[CH:26][CH:25]=3)[O:39][C:38]=2[CH:40]=[CH:41][CH:42]=1, predict the reactants needed to synthesize it. The reactants are: C(N(CC)C(CCCC(NF)C)CC)C.CCN([C:21]1[CH:26]=[CH:25][C:24]2[C:27]3([C:37]4[CH:43]=[C:42](Cl)[CH:41]=[CH:40][C:38]=4[O:39][C:23]=2[CH:22]=1)OC(=O)C1C3=CC=CC=1)CC.CC1C=C2OC3C=C(N4CCCCC4)C=CC=3C3(OC(=O)C4C3=CC=CC=4)C2=CC=1NC1C=CC=CC=1.CCN(C1C=CC2C3(C4C(OC=2C=1)=CC(C)=C(NC1C=CC=CC=1)C=4)OC(=O)C1C3=CC=CC=1)C1C=CC(C)=CC=1. (10) The reactants are: [NH2:1][C:2]1[CH:7]=[CH:6][C:5]([S:8]([N:11]2[CH2:15][CH2:14][S:13][CH:12]2[C:16]([O:18][C@H:19]([C:30]2[CH:35]=[CH:34][C:33]([O:36][CH:37]([F:39])[F:38])=[C:32]([O:40][CH2:41][CH:42]3[CH2:44][CH2:43]3)[CH:31]=2)[CH2:20][C:21]2[C:26]([Cl:27])=[CH:25][N+:24]([O-:28])=[CH:23][C:22]=2[Cl:29])=[O:17])(=[O:10])=[O:9])=[CH:4][CH:3]=1.N1C=CC=CC=1.[CH3:51][S:52](Cl)(=[O:54])=[O:53]. Given the product [Cl:27][C:26]1[CH:25]=[N+:24]([O-:28])[CH:23]=[C:22]([Cl:29])[C:21]=1[CH2:20][C@@H:19]([C:30]1[CH:35]=[CH:34][C:33]([O:36][CH:37]([F:38])[F:39])=[C:32]([O:40][CH2:41][CH:42]2[CH2:44][CH2:43]2)[CH:31]=1)[O:18][C:16]([CH:12]1[N:11]([S:8]([C:5]2[CH:4]=[CH:3][C:2]([NH:1][S:52]([CH3:51])(=[O:54])=[O:53])=[CH:7][CH:6]=2)(=[O:10])=[O:9])[CH2:15][CH2:14][S:13]1)=[O:17], predict the reactants needed to synthesize it.